From a dataset of Peptide-MHC class I binding affinity with 185,985 pairs from IEDB/IMGT. Regression. Given a peptide amino acid sequence and an MHC pseudo amino acid sequence, predict their binding affinity value. This is MHC class I binding data. The peptide sequence is STTINYTL. The MHC is Mamu-A01 with pseudo-sequence Mamu-A01. The binding affinity (normalized) is 0.411.